From a dataset of Reaction yield outcomes from USPTO patents with 853,638 reactions. Predict the reaction yield, written as a fraction of the theoretical maximum amount of product (1.0 means a 100% yield; for example, 0.34 means a 34% yield). (1) The reactants are [CH3:1][N:2]1[C:6]([CH3:7])=[CH:5][C:4]([C:8]2[C:13]([OH:14])=[CH:12][CH:11]=[C:10]([CH3:15])[N:9]=2)=[N:3]1.Cl[C:17]1[C:26]2[C:21](=[CH:22][C:23]([O:29][CH3:30])=[C:24]([O:27][CH3:28])[CH:25]=2)[N:20]=[CH:19][CH:18]=1. The catalyst is CN(C)C1C=CN=CC=1.ClC1C=CC=CC=1Cl. The product is [CH3:1][N:2]1[C:6]([CH3:7])=[CH:5][C:4]([C:8]2[C:13]([O:14][C:17]3[C:26]4[C:21](=[CH:22][C:23]([O:29][CH3:30])=[C:24]([O:27][CH3:28])[CH:25]=4)[N:20]=[CH:19][CH:18]=3)=[CH:12][CH:11]=[C:10]([CH3:15])[N:9]=2)=[N:3]1. The yield is 0.400. (2) The reactants are [CH3:1][C:2]1[CH:7]=[CH:6][CH:5]=[CH:4][C:3]=1[N:8]1[C:16]2[CH2:15][CH2:14][NH:13][CH2:12][C:11]=2[CH:10]=[CH:9]1.[CH3:17][OH:18]. The catalyst is O1CCCC1.[OH-].[OH-].[Pd+2]. The product is [CH3:17][O:18][C:2]1[CH:7]=[CH:6][C:5]([C:9]2[N:8]([C:3]3[CH:4]=[CH:5][CH:6]=[CH:7][C:2]=3[CH3:1])[C:16]3[CH2:15][CH2:14][NH:13][CH2:12][C:11]=3[CH:10]=2)=[CH:4][CH:3]=1. The yield is 0.980. (3) The reactants are [CH3:1][O:2][C:3]1[CH:8]=[CH:7][C:6]([C:9]2[N:14]3[N:15]=[C:16]([NH:18][C:19]4[CH:26]=[CH:25][C:22]([CH:23]=O)=[CH:21][CH:20]=4)[N:17]=[C:13]3[CH:12]=[CH:11][CH:10]=2)=[CH:5][CH:4]=1.[CH3:27][O:28][CH2:29][CH2:30][NH2:31].C([BH3-])#N.[Na+]. The catalyst is O1CCCC1. The product is [CH3:27][O:28][CH2:29][CH2:30][NH:31][CH2:23][C:22]1[CH:21]=[CH:20][C:19]([NH:18][C:16]2[N:17]=[C:13]3[CH:12]=[CH:11][CH:10]=[C:9]([C:6]4[CH:7]=[CH:8][C:3]([O:2][CH3:1])=[CH:4][CH:5]=4)[N:14]3[N:15]=2)=[CH:26][CH:25]=1. The yield is 0.340. (4) The reactants are [OH-].[K+].[OH:3][C:4]1[CH:19]=[CH:18][C:7]([C:8]([O:10][CH2:11][C:12]2[CH:17]=[CH:16][CH:15]=[CH:14][CH:13]=2)=[O:9])=[CH:6][CH:5]=1.Br[CH2:21][CH2:22][CH2:23][CH:24]([CH3:26])[CH3:25]. The catalyst is CS(C)=O. The product is [CH2:11]([O:10][C:8](=[O:9])[C:7]1[CH:18]=[CH:19][C:4]([O:3][CH2:21][CH2:22][CH2:23][CH:24]([CH3:26])[CH3:25])=[CH:5][CH:6]=1)[C:12]1[CH:17]=[CH:16][CH:15]=[CH:14][CH:13]=1. The yield is 0.575. (5) The reactants are [CH3:16][C:11]1([CH3:17])[C:12]([CH3:15])([CH3:14])[O:13][B:9]([B:9]2[O:13][C:12]([CH3:15])([CH3:14])[C:11]([CH3:17])([CH3:16])[O:10]2)[O:10]1.Br[C:20]1[CH:25]=[CH:24][C:23]([CH2:26][C@H:27]([NH:35][C:36]([C:38]2[S:39][C:40]([C:43]([CH3:46])([CH3:45])[CH3:44])=[CH:41][CH:42]=2)=[O:37])[C:28]([NH:30][S:31]([CH3:34])(=[O:33])=[O:32])=[O:29])=[CH:22][CH:21]=1.C([O-])(=O)C.[K+]. The catalyst is O1CCOCC1.Cl. The product is [C:43]([C:40]1[S:39][C:38]([C:36]([NH:35][C@@H:27]([CH2:26][C:23]2[CH:22]=[CH:21][C:20]([B:9]3[O:10][C:11]([CH3:16])([CH3:17])[C:12]([CH3:14])([CH3:15])[O:13]3)=[CH:25][CH:24]=2)[C:28]([NH:30][S:31]([CH3:34])(=[O:32])=[O:33])=[O:29])=[O:37])=[CH:42][CH:41]=1)([CH3:46])([CH3:44])[CH3:45]. The yield is 0.740.